From a dataset of Catalyst prediction with 721,799 reactions and 888 catalyst types from USPTO. Predict which catalyst facilitates the given reaction. (1) Reactant: [N:1]1[CH:6]=[CH:5][CH:4]=[CH:3][C:2]=1[C:7]1[C:16]([C:17]2[C:26]3[C:21](=[CH:22][CH:23]=[CH:24][CH:25]=3)[N:20]=[CH:19][CH:18]=2)=[C:10]2[C:11](=[O:15])[O:12][CH2:13][CH2:14][N:9]2[N:8]=1.[H-].[H-].[H-].[H-].[Li+].[Al+3]. Product: [OH:12][CH2:13][CH2:14][N:9]1[C:10]([CH2:11][OH:15])=[C:16]([C:17]2[C:26]3[C:21](=[CH:22][CH:23]=[CH:24][CH:25]=3)[N:20]=[CH:19][CH:18]=2)[C:7]([C:2]2[CH:3]=[CH:4][CH:5]=[CH:6][N:1]=2)=[N:8]1. The catalyst class is: 7. (2) Reactant: [C:1]([O:6][CH3:7])(=[O:5])[C:2]([CH3:4])=[CH2:3].[CH2:8]([O:15][C:16](=[O:20])[C:17]([CH3:19])=[CH2:18])[C:9]1[CH:14]=[CH:13][CH:12]=[CH:11][CH:10]=1.[C:21]([O-:26])(=[O:25])[C:22]([CH3:24])=[CH2:23].C(O)(=O)C(C)=C.N(C(C)(C)C(OC)=O)=NC(C)(C)C(OC)=O. Product: [C:1]([O:6][CH3:7])(=[O:5])[C:2]([CH3:4])=[CH2:3].[CH2:8]([O:15][C:16](=[O:20])[C:17]([CH3:19])=[CH2:18])[C:9]1[CH:14]=[CH:13][CH:12]=[CH:11][CH:10]=1.[C:21]([OH:26])(=[O:25])[C:22]([CH3:24])=[CH2:23]. The catalyst class is: 311. (3) Reactant: C([O:5][C:6]([NH:8][C@H:9]([C:29](=[O:36])[N:30]1[CH2:35][CH2:34][CH2:33][CH2:32][CH2:31]1)[CH2:10][C:11]1[CH:16]=[CH:15][C:14]([CH2:17][CH2:18][CH2:19][CH2:20][CH2:21][C:22]([O:24]C(C)(C)C)=[O:23])=[CH:13][CH:12]=1)=[O:7])(C)(C)C.FC(F)(F)C(O)=O.C(=O)([O-])[O-].[Na+].[Na+].[CH:50]1[C:62]2[CH:61]([CH2:63]OC(ON3C(=O)CCC3=O)=O)[C:60]3[C:55](=[CH:56][CH:57]=[CH:58][CH:59]=3)[C:54]=2[CH:53]=[CH:52][CH:51]=1. Product: [CH:50]1[C:62]2[CH:61]([CH2:63][O:5][C:6]([NH:8][C@H:9]([C:29](=[O:36])[N:30]3[CH2:31][CH2:32][CH2:33][CH2:34][CH2:35]3)[CH2:10][C:11]3[CH:12]=[CH:13][C:14]([CH2:17][CH2:18][CH2:19][CH2:20][CH2:21][C:22]([OH:24])=[O:23])=[CH:15][CH:16]=3)=[O:7])[C:60]3[C:55](=[CH:56][CH:57]=[CH:58][CH:59]=3)[C:54]=2[CH:53]=[CH:52][CH:51]=1. The catalyst class is: 2.